This data is from TCR-epitope binding with 47,182 pairs between 192 epitopes and 23,139 TCRs. The task is: Binary Classification. Given a T-cell receptor sequence (or CDR3 region) and an epitope sequence, predict whether binding occurs between them. (1) The epitope is KLPDDFTGCV. The TCR CDR3 sequence is CASSPLAGGPDTQYF. Result: 1 (the TCR binds to the epitope). (2) The epitope is TPINLVRDL. The TCR CDR3 sequence is CASSFGTGVNQPQHF. Result: 1 (the TCR binds to the epitope). (3) The epitope is NLSALGIFST. The TCR CDR3 sequence is CASSAGTPIYNSPLHF. Result: 1 (the TCR binds to the epitope). (4) The epitope is FPPTSFGPL. The TCR CDR3 sequence is CASRQYGQGNLEQYF. Result: 1 (the TCR binds to the epitope). (5) The epitope is LPPIVAKEI. The TCR CDR3 sequence is CASTGGGLNEQFF. Result: 0 (the TCR does not bind to the epitope). (6) The epitope is ISPRTLNAW. The TCR CDR3 sequence is CASSARQGSRTDTQYF. Result: 1 (the TCR binds to the epitope). (7) The epitope is ELAGIGILTV. The TCR CDR3 sequence is CASREDGEKLFF. Result: 0 (the TCR does not bind to the epitope).